From a dataset of Cav3 T-type calcium channel HTS with 100,875 compounds. Binary Classification. Given a drug SMILES string, predict its activity (active/inactive) in a high-throughput screening assay against a specified biological target. (1) The molecule is O=C(Nc1ncc(NC(=O)Cc2ccccc2)cc1)CCC. The result is 0 (inactive). (2) The molecule is Clc1cc(Nc2nc(N(CCCO)CCO)nc3n(C(C)C)cnc23)ccc1. The result is 0 (inactive). (3) The compound is o1c(C(=O)/C=C(\Nc2c(OC)ccc(OC)c2)C)ccc1C. The result is 0 (inactive). (4) The result is 0 (inactive). The molecule is S(c1[nH]c(c2ccccc2)cn1)CC(=O)N. (5) The drug is S(CCNC(=O)C1CC1)c1c2c([nH]c1)cccc2. The result is 0 (inactive). (6) The drug is O(c1ccc(C(C)(C)C)cc1)CC(=O)NCCN1CCCC1. The result is 0 (inactive).